This data is from Full USPTO retrosynthesis dataset with 1.9M reactions from patents (1976-2016). The task is: Predict the reactants needed to synthesize the given product. Given the product [OH:24][NH:8][C:9]1([CH3:23])[C:13](=[O:14])[N:12]([CH3:15])[N:11]=[C:10]1[C:16]1[CH:21]=[CH:20][CH:19]=[CH:18][C:17]=1[CH3:22], predict the reactants needed to synthesize it. The reactants are: C(OC([N:8]([O:24]C(OC(C)(C)C)=O)[C:9]1([CH3:23])[C:13](=[O:14])[N:12]([CH3:15])[N:11]=[C:10]1[C:16]1[CH:21]=[CH:20][CH:19]=[CH:18][C:17]=1[CH3:22])=O)(C)(C)C.